Dataset: Kinase inhibitor binding affinity data with 442 proteins and 68 drugs (Kd values). Task: Regression. Given a target protein amino acid sequence and a drug SMILES string, predict the binding affinity score between them. We predict pKd (pKd = -log10(Kd in M); higher means stronger binding). Dataset: davis. (1) The small molecule is Cc1ccc2nc(NCCN)c3ncc(C)n3c2c1.Cl. The target protein (PIK4CB) has sequence MGDTVVEPAPLKPTSEPTSGPPGNNGGSLLSVITEGVGELSVIDPEVAQKACQEVLEKVKLLHGGVAVSSRGTPLELVNGDGVDSEIRCLDDPPAQIREEEDEMGAAVASGTAKGARRRRQNNSAKQSWLLRLFESKLFDISMAISYLYNSKEPGVQAYIGNRLFCFRNEDVDFYLPQLLNMYIHMDEDVGDAIKPYIVHRCRQSINFSLQCALLLGAYSSDMHISTQRHSRGTKLRKLILSDELKPAHRKRELPSLSPAPDTGLSPSKRTHQRSKSDATASISLSSNLKRTASNPKVENEDEELSSSTESIDNSFSSPVRLAPEREFIKSLMAIGKRLATLPTKEQKTQRLISELSLLNHKLPARVWLPTAGFDHHVVRVPHTQAVVLNSKDKAPYLIYVEVLECENFDTTSVPARIPENRIRSTRSVENLPECGITHEQRAGSFSTVPNYDNDDEAWSVDDIGELQVELPEVHTNSCDNISQFSVDSITSQESKEPVF.... The pKd is 5.0. (2) The compound is C=CC(=O)Nc1cc2c(Nc3ccc(F)c(Cl)c3)ncnc2cc1OCCCN1CCOCC1. The target protein (DAPK1) has sequence MTVFRQENVDDYYDTGEELGSGQFAVVKKCREKSTGLQYAAKFIKKRRTKSSRRGVSREDIEREVSILKEIQHPNVITLHEVYENKTDVILILELVAGGELFDFLAEKESLTEEEATEFLKQILNGVYYLHSLQIAHFDLKPENIMLLDRNVPKPRIKIIDFGLAHKIDFGNEFKNIFGTPEFVAPEIVNYEPLGLEADMWSIGVITYILLSGASPFLGDTKQETLANVSAVNYEFEDEYFSNTSALAKDFIRRLLVKDPKKRMTIQDSLQHPWIKPKDTQQALSRKASAVNMEKFKKFAARKKWKQSVRLISLCQRLSRSFLSRSNMSVARSDDTLDEEDSFVMKAIIHAINDDNVPGLQHLLGSLSNYDVNQPNKHGTPPLLIAAGCGNIQILQLLIKRGSRIDVQDKGGSNAVYWAARHGHVDTLKFLSENKCPLDVKDKSGEMALHVAARYGHADVAQLLCSFGSNPNIQDKEEETPLHCAAWHGYYSVAKALCEA.... The pKd is 5.0. (3) The drug is CCn1c(-c2nonc2N)nc2c(C#CC(C)(C)O)ncc(OCC3CCCNC3)c21. The target protein (MLK1) has sequence QLTPTNSLKRGGAHHRRCEVALLGCGAVLAATGLGFDLLEAGKCQLLPLEEPEPPAREEKKRREGLFQRSSRPRRSTSPPSRKLFKKEEPMLLLGDPSASLTLLSLSSISECNSTRSLLRSDSDEIVVYEMPVSPVEAPPLSPCTHNPLVNVRVERFKRDPNQSLTPTHVTLTTPSQPSSHRRTPSDGALKPETLLASRSPSSNGLSPSPGAGMLKTPSPSRDPGEFPRLPDPNVVFPPTPRRWNTQQDSTLERPKTLEFLPRPRPSANRQRLDPWWFVSPSHARSTSPANSSSTETPSNLDSCFASSSSTVEERPGLPALLPFQAGPLPPTERTLLDLDAEGQSQDSTVPLCRAELNTHRPAPYEIQQEFWS. The pKd is 5.0.